Dataset: Full USPTO retrosynthesis dataset with 1.9M reactions from patents (1976-2016). Task: Predict the reactants needed to synthesize the given product. (1) Given the product [C:1]([O:5][C:6]([N:8]1[CH2:13][CH2:12][CH:11]([C:14]2[N:15]([C@@H:30]3[CH2:35][CH2:34][CH2:33][N:32]([C:36]([O:38][CH2:39][C:40]4[CH:45]=[CH:44][CH:43]=[CH:42][CH:41]=4)=[O:37])[CH2:31]3)[CH:16]=[C:17]([C:19]3[CH:24]=[CH:23][C:22]([F:25])=[C:21]([C:26]([F:27])([F:29])[F:28])[CH:20]=3)[N:48]=2)[CH2:10][CH2:9]1)=[O:7])([CH3:2])([CH3:3])[CH3:4], predict the reactants needed to synthesize it. The reactants are: [C:1]([O:5][C:6]([N:8]1[CH2:13][CH2:12][CH:11]([C:14](=O)[N:15]([C@@H:30]2[CH2:35][CH2:34][CH2:33][N:32]([C:36]([O:38][CH2:39][C:40]3[CH:45]=[CH:44][CH:43]=[CH:42][CH:41]=3)=[O:37])[CH2:31]2)[CH2:16][C:17]([C:19]2[CH:24]=[CH:23][C:22]([F:25])=[C:21]([C:26]([F:29])([F:28])[F:27])[CH:20]=2)=O)[CH2:10][CH2:9]1)=[O:7])([CH3:4])([CH3:3])[CH3:2].C[N:48](C=O)C. (2) Given the product [Br:18][C:9]1[CH:10]=[C:11]([N+:15]([O-:17])=[O:16])[C:12]([NH2:14])=[N:13][C:8]=1[C:3]1[CH:4]=[CH:5][CH:6]=[CH:7][C:2]=1[F:1], predict the reactants needed to synthesize it. The reactants are: [F:1][C:2]1[CH:7]=[CH:6][CH:5]=[CH:4][C:3]=1[C:8]1[N:13]=[C:12]([NH2:14])[C:11]([N+:15]([O-:17])=[O:16])=[CH:10][CH:9]=1.[Br:18]N1C(=O)CCC1=O.O. (3) The reactants are: [N:1]1[C:10]2[C:5](=[CH:6][C:7]([C:11]([O:13][CH3:14])=[O:12])=[CH:8][CH:9]=2)[CH:4]=[CH:3][CH:2]=1.ClC1C=C(C=CC=1)C(OO)=[O:20]. Given the product [CH3:14][O:13][C:11]([C:7]1[CH:6]=[C:5]2[C:10](=[CH:9][CH:8]=1)[N+:1]([O-:20])=[CH:2][CH:3]=[CH:4]2)=[O:12], predict the reactants needed to synthesize it. (4) Given the product [CH:15]([O:1][N:2]1[C:3](=[O:12])[C:4]2[C:5](=[CH:8][CH:9]=[CH:10][CH:11]=2)[C:6]1=[O:7])([CH2:16][CH3:17])[CH3:14], predict the reactants needed to synthesize it. The reactants are: [OH:1][N:2]1[C:6](=[O:7])[C:5]2=[CH:8][CH:9]=[CH:10][CH:11]=[C:4]2[C:3]1=[O:12].N12CCCN=C1C[CH2:17][CH2:16][CH2:15][CH2:14]2.BrC(CC)C. (5) The reactants are: [Br:1][C:2]1[CH:7]=[CH:6][C:5]([CH2:8]Cl)=[C:4]([CH3:10])[CH:3]=1.[C-:11]#[N:12].[Na+]. Given the product [Br:1][C:2]1[CH:7]=[CH:6][C:5]([CH2:8][C:11]#[N:12])=[C:4]([CH3:10])[CH:3]=1, predict the reactants needed to synthesize it. (6) Given the product [Br:16][C:17]1[CH:18]=[C:19]2[C:23](=[CH:24][CH:25]=1)[CH2:22][C@H:21]([NH:26][S:12]([CH:11]([CH3:1])[CH3:27])(=[O:14])=[O:15])[CH2:20]2, predict the reactants needed to synthesize it. The reactants are: [C:1]12([CH2:11][S:12]([OH:15])(=[O:14])=O)C(C)(C)C(CC1)CC2=O.[Br:16][C:17]1[CH:18]=[C:19]2[C:23](=[CH:24][CH:25]=1)[CH2:22][C@H:21]([NH2:26])[CH2:20]2.[CH2:27](Cl)Cl. (7) The reactants are: ClCCl.[NH2:4][CH2:5][CH2:6][N:7]1[CH2:12][CH2:11][O:10][CH2:9][CH2:8]1.[C:13](O[C:13]([O:15][C:16]([CH3:19])([CH3:18])[CH3:17])=[O:14])([O:15][C:16]([CH3:19])([CH3:18])[CH3:17])=[O:14]. Given the product [C:16]([O:15][C:13](=[O:14])[NH:4][CH2:5][CH2:6][N:7]1[CH2:12][CH2:11][O:10][CH2:9][CH2:8]1)([CH3:19])([CH3:18])[CH3:17], predict the reactants needed to synthesize it.